From a dataset of Reaction yield outcomes from USPTO patents with 853,638 reactions. Predict the reaction yield, written as a fraction of the theoretical maximum amount of product (1.0 means a 100% yield; for example, 0.34 means a 34% yield). (1) The catalyst is C1COCC1.O. The yield is 0.700. The product is [OH:27][CH2:3][CH2:2][CH2:1][C:4]1[C:13]([CH3:14])=[C:12]2[C:7]([C:8]([CH3:16])([CH3:17])[CH2:9][C:10](=[O:15])[O:11]2)=[C:6]([CH3:18])[C:5]=1[O:19][CH2:20][O:21][CH3:22]. The reactants are [CH2:1]([C:4]1[C:13]([CH3:14])=[C:12]2[C:7]([C:8]([CH3:17])([CH3:16])[CH2:9][C:10](=[O:15])[O:11]2)=[C:6]([CH3:18])[C:5]=1[O:19][CH2:20][O:21][CH3:22])[CH:2]=[CH2:3].B.C1C[O:27]CC1.[OH-].[Na+].OO. (2) The yield is 0.230. The reactants are C([C:3]1[CH:19]=[CH:18][C:6]([O:7][C:8]2[CH:9]=[CH:10][C:11]3[B:15]([OH:16])[O:14][CH2:13][C:12]=3[CH:17]=2)=[CH:5][CH:4]=1)#N.[N-:20]=[N+:21]=[N-:22].[Na+].[Cl-].[NH4+].O.[CH3:27][N:28](C)C=O. No catalyst specified. The product is [OH:16][B:15]1[C:11]2[CH:10]=[CH:9][C:8]([O:7][C:6]3[CH:5]=[CH:4][C:3]([N:20]4[CH:27]=[N:28][N:22]=[N:21]4)=[CH:19][CH:18]=3)=[CH:17][C:12]=2[CH2:13][O:14]1.